From a dataset of NCI-60 drug combinations with 297,098 pairs across 59 cell lines. Regression. Given two drug SMILES strings and cell line genomic features, predict the synergy score measuring deviation from expected non-interaction effect. Drug 1: CC1=CC2C(CCC3(C2CCC3(C(=O)C)OC(=O)C)C)C4(C1=CC(=O)CC4)C. Drug 2: C1=CC=C(C(=C1)C(C2=CC=C(C=C2)Cl)C(Cl)Cl)Cl. Cell line: EKVX. Synergy scores: CSS=9.58, Synergy_ZIP=1.23, Synergy_Bliss=5.80, Synergy_Loewe=5.52, Synergy_HSA=6.24.